Task: Predict the reaction yield, written as a fraction of the theoretical maximum amount of product (1.0 means a 100% yield; for example, 0.34 means a 34% yield).. Dataset: Reaction yield outcomes from USPTO patents with 853,638 reactions (1) The reactants are C1(P(=O)(C2C=CC=CC=2)C2C=CC=CC=2)C=CC=CC=1.FC(F)(F)S(OS(C(F)(F)F)(=O)=O)(=O)=O.C([S:43][C:44]1([CH2:54][NH:55][C:56]([C:58]2[NH:59][C:60]3[C:65]([CH:66]=2)=[CH:64][CH:63]=[CH:62][C:61]=3[N:67]([CH3:76])[S:68]([C:71]2[S:72][CH:73]=[CH:74][CH:75]=2)(=[O:70])=[O:69])=O)[CH2:53][CH2:52][C:47]2([O:51][CH2:50][CH2:49][O:48]2)[CH2:46][CH2:45]1)C1C=CC=CC=1.CSC.C(=O)([O-])O.[Na+]. The catalyst is C(#N)C. The product is [S:43]1[C:44]2([CH2:53][CH2:52][C:47]3([O:51][CH2:50][CH2:49][O:48]3)[CH2:46][CH2:45]2)[CH2:54][N:55]=[C:56]1[C:58]1[NH:59][C:60]2[C:65]([CH:66]=1)=[CH:64][CH:63]=[CH:62][C:61]=2[N:67]([CH3:76])[S:68]([C:71]1[S:72][CH:73]=[CH:74][CH:75]=1)(=[O:70])=[O:69]. The yield is 0.630. (2) The reactants are [NH:1]1[C:9]2[C:4](=[CH:5][CH:6]=[CH:7][CH:8]=2)[CH:3]=[CH:2]1.[Cl:10][CH:11](Cl)[CH3:12].[OH-].[K+].C1COCC1. The catalyst is O.CCCC[N+](CCCC)(CCCC)CCCC.[F-]. The product is [Cl:10][CH2:11][CH2:12][N:1]1[C:9]2[C:4](=[CH:5][CH:6]=[CH:7][CH:8]=2)[CH:3]=[CH:2]1. The yield is 0.180. (3) The reactants are [CH:1](=O)[CH2:2][CH2:3][CH2:4][CH2:5][CH2:6][CH2:7][CH3:8].[N:10]1([C:20]([O:22][C:23]([CH3:26])([CH3:25])[CH3:24])=[O:21])[CH2:15][CH2:14][NH:13][CH2:12][CH:11]1[C:16]([O:18][CH3:19])=[O:17].CC(O)=O.[BH3-]C#N.[Na+]. The catalyst is C(Cl)Cl.O. The product is [CH2:1]([N:13]1[CH2:14][CH2:15][N:10]([C:20]([O:22][C:23]([CH3:24])([CH3:25])[CH3:26])=[O:21])[CH:11]([C:16]([O:18][CH3:19])=[O:17])[CH2:12]1)[CH2:2][CH2:3][CH2:4][CH2:5][CH2:6][CH2:7][CH3:8]. The yield is 0.630. (4) The reactants are O.NN.[Br:4][C:5]1[C:6]([CH3:29])=[C:7]([CH3:28])[C:8]2[O:12][C:11]([CH2:14][N:15]3C(=O)C4C(=CC=CC=4)C3=O)([CH3:13])[CH2:10][C:9]=2[C:26]=1[CH3:27].Cl.[OH-].[Na+]. The catalyst is C(O)C. The product is [Br:4][C:5]1[C:6]([CH3:29])=[C:7]([CH3:28])[C:8]2[O:12][C:11]([CH2:14][NH2:15])([CH3:13])[CH2:10][C:9]=2[C:26]=1[CH3:27]. The yield is 0.690. (5) The catalyst is C(Cl)(Cl)(Cl)Cl. The yield is 1.00. The reactants are [CH3:1][C:2]1[N:7]=[C:6]2[N:8]=[C:9]([C:11]3[CH:16]=[CH:15][CH:14]=[C:13]([N+:17]([O-:19])=[O:18])[CH:12]=3)[O:10][C:5]2=[CH:4][CH:3]=1.C1C(=O)N([Br:27])C(=O)C1.C(OOC(=O)C1C=CC=CC=1)(=O)C1C=CC=CC=1.[Br-]. The product is [Br:27][CH2:1][C:2]1[N:7]=[C:6]2[N:8]=[C:9]([C:11]3[CH:16]=[CH:15][CH:14]=[C:13]([N+:17]([O-:19])=[O:18])[CH:12]=3)[O:10][C:5]2=[CH:4][CH:3]=1. (6) The reactants are Br[C:2]1[CH:10]=[CH:9][C:8]([C:11]#[N:12])=[C:7]2[C:3]=1[C:4]([CH3:14])=[C:5]([CH3:13])[NH:6]2.[NH2:15][C@H:16]1[CH2:20][CH2:19][N:18]([C:21]([O:23][C:24]([CH3:27])([CH3:26])[CH3:25])=[O:22])[CH2:17]1.O1CCOCC1.C([O-])([O-])=O.[Cs+].[Cs+]. The catalyst is C1C=CC(/C=C/C(/C=C/C2C=CC=CC=2)=O)=CC=1.C1C=CC(/C=C/C(/C=C/C2C=CC=CC=2)=O)=CC=1.C1C=CC(/C=C/C(/C=C/C2C=CC=CC=2)=O)=CC=1.[Pd].[Pd].C1(P(C2C=CC=CC=2)C2C=CC3C(=CC=CC=3)C=2C2C3C(=CC=CC=3)C=CC=2P(C2C=CC=CC=2)C2C=CC=CC=2)C=CC=CC=1.CCOC(C)=O.O. The product is [C:11]([C:8]1[CH:9]=[CH:10][C:2]([NH:15][C@H:16]2[CH2:20][CH2:19][N:18]([C:21]([O:23][C:24]([CH3:27])([CH3:26])[CH3:25])=[O:22])[CH2:17]2)=[C:3]2[C:7]=1[NH:6][C:5]([CH3:13])=[C:4]2[CH3:14])#[N:12]. The yield is 0.790.